Dataset: Reaction yield outcomes from USPTO patents with 853,638 reactions. Task: Predict the reaction yield, written as a fraction of the theoretical maximum amount of product (1.0 means a 100% yield; for example, 0.34 means a 34% yield). (1) The reactants are [Cl:1][C:2]1[CH:3]=[C:4]([CH:9]=[CH:10][CH:11]=1)[C:5]([NH:7][OH:8])=[NH:6].[C:12]1(=O)[O:17][C:15](=[O:16])[CH2:14][CH2:13]1. The catalyst is CN(C=O)C.C(OCC)(=O)C. The product is [Cl:1][C:2]1[CH:3]=[C:4]([C:5]2[N:6]=[C:12]([CH2:13][CH2:14][C:15]([OH:17])=[O:16])[O:8][N:7]=2)[CH:9]=[CH:10][CH:11]=1. The yield is 0.600. (2) The catalyst is O. The product is [CH3:14][C:11]1[CH:10]=[CH:9][C:8]([C:6]2[O:32][N:31]=[C:30]([CH2:29][C:26]3[CH:25]=[CH:24][C:23]([CH2:22][O:21][C:16]4[CH:17]=[CH:18][CH:19]=[CH:20][N:15]=4)=[CH:28][CH:27]=3)[CH:7]=2)=[CH:13][N:12]=1. The reactants are O1CCCC1.[C:6]([C:8]1[CH:9]=[CH:10][C:11]([CH3:14])=[N:12][CH:13]=1)#[CH:7].[N:15]1[CH:20]=[CH:19][CH:18]=[CH:17][C:16]=1[O:21][CH2:22][C:23]1[CH:28]=[CH:27][C:26]([CH2:29][C:30](Cl)=[N:31][OH:32])=[CH:25][CH:24]=1.C(N(CC)CC)C. The yield is 0.460. (3) The reactants are [CH2:1]([O:8][N:9]1[C:13]([CH:14](O)[CH:15]([CH2:18][CH3:19])[CH2:16][CH3:17])=[CH:12][CH:11]=[N:10]1)[C:2]1[CH:7]=[CH:6][CH:5]=[CH:4][CH:3]=1.C1(P(C2C=CC=CC=2)C2C=CC=CC=2)C=CC=CC=1.N(C(OCC)=O)=NC(OCC)=O.C1(P([N:66]=[N+:67]=[N-:68])(C2C=CC=CC=2)=O)C=CC=CC=1. The catalyst is C1COCC1. The product is [N:66]([CH:14]([C:13]1[N:9]([O:8][CH2:1][C:2]2[CH:7]=[CH:6][CH:5]=[CH:4][CH:3]=2)[N:10]=[CH:11][CH:12]=1)[CH:15]([CH2:18][CH3:19])[CH2:16][CH3:17])=[N+:67]=[N-:68]. The yield is 0.670.